The task is: Predict the reactants needed to synthesize the given product.. This data is from Full USPTO retrosynthesis dataset with 1.9M reactions from patents (1976-2016). (1) Given the product [Cl:1][C:2]1[C:3]([N:8]2[C:12]([C:13]([OH:15])=[O:14])=[CH:11][C:10]([C:17]3[CH2:21][C:20]([C:26]4[CH:27]=[C:28]([Cl:33])[CH:29]=[C:30]([Cl:32])[CH:31]=4)([C:22]([F:25])([F:23])[F:24])[O:19][N:18]=3)=[N:9]2)=[N:4][CH:5]=[CH:6][CH:7]=1, predict the reactants needed to synthesize it. The reactants are: [Cl:1][C:2]1[C:3]([N:8]2[C:12]([C:13]([O:15]C)=[O:14])=[CH:11][C:10]([C:17]3[CH2:21][C:20]([C:26]4[CH:31]=[C:30]([Cl:32])[CH:29]=[C:28]([Cl:33])[CH:27]=4)([C:22]([F:25])([F:24])[F:23])[O:19][N:18]=3)=[N:9]2)=[N:4][CH:5]=[CH:6][CH:7]=1.[OH-].[Na+].Cl. (2) Given the product [Br:1][C:2]1[CH:8]=[CH:7][C:5]([NH:6][C:18](=[O:19])[C:17]2[C:16]([F:15])=[CH:24][CH:23]=[CH:22][C:21]=2[F:25])=[CH:4][CH:3]=1, predict the reactants needed to synthesize it. The reactants are: [Br:1][C:2]1[CH:8]=[CH:7][C:5]([NH2:6])=[CH:4][CH:3]=1.N1C=CC=CC=1.[F:15][C:16]1[CH:24]=[CH:23][CH:22]=[C:21]([F:25])[C:17]=1[C:18](Cl)=[O:19]. (3) Given the product [Br:1][C:2]1[CH:3]=[C:4]2[C:8](=[C:9]([C:11]([O:13][CH3:14])=[O:12])[CH:10]=1)[N:7]([C:36]([O:35][C:32]([CH3:34])([CH3:33])[CH3:31])=[O:37])[CH:6]=[C:5]2[CH:15]1[CH2:21][CH2:20][CH2:19][S:18][CH2:17][CH2:16]1, predict the reactants needed to synthesize it. The reactants are: [Br:1][C:2]1[CH:3]=[C:4]2[C:8](=[C:9]([C:11]([O:13][CH3:14])=[O:12])[CH:10]=1)[NH:7][CH:6]=[C:5]2[CH:15]1[CH2:21][CH2:20][CH2:19][S:18][CH2:17][CH2:16]1.N1C2C(=CC=CC=2)C=C1.[CH3:31][C:32]([O:35][C:36](O[C:36]([O:35][C:32]([CH3:34])([CH3:33])[CH3:31])=[O:37])=[O:37])([CH3:34])[CH3:33]. (4) Given the product [Cl:1][C:2]1[CH:3]=[CH:4][C:5]([O:25][CH:26]([F:28])[F:27])=[C:6]([C:8]2[C:13]([O:14][CH3:15])=[CH:12][N:11]([CH:16]([CH2:20][CH2:21][O:22][CH3:23])[C:17]([NH:29][C:30]3[CH:38]=[C:37]4[C:33]([C:34](=[O:47])[N:35]([CH3:46])[N:36]4[C:39]([O:41][C:42]([CH3:43])([CH3:44])[CH3:45])=[O:40])=[CH:32][CH:31]=3)=[O:18])[C:10](=[O:24])[CH:9]=2)[CH:7]=1, predict the reactants needed to synthesize it. The reactants are: [Cl:1][C:2]1[CH:3]=[CH:4][C:5]([O:25][CH:26]([F:28])[F:27])=[C:6]([C:8]2[C:13]([O:14][CH3:15])=[CH:12][N:11]([CH:16]([CH2:20][CH2:21][O:22][CH3:23])[C:17](O)=[O:18])[C:10](=[O:24])[CH:9]=2)[CH:7]=1.[NH2:29][C:30]1[CH:38]=[C:37]2[C:33]([C:34](=[O:47])[N:35]([CH3:46])[N:36]2[C:39]([O:41][C:42]([CH3:45])([CH3:44])[CH3:43])=[O:40])=[CH:32][CH:31]=1. (5) Given the product [CH2:3]([O:6][CH2:7][CH:8]([O:11][CH2:13][CH2:14][CH2:15][CH2:16][CH2:17][CH2:18][CH2:19][CH2:20][CH2:21][CH2:22][CH2:23][CH2:24][CH2:25][CH3:26])[CH2:9][O:10][CH2:15][CH:14]=[CH2:13])[CH2:4][CH2:5][CH2:26][CH2:25][CH2:24][CH2:23][CH2:22][CH2:21][CH2:20][CH2:19][CH2:18][CH2:17][CH3:16], predict the reactants needed to synthesize it. The reactants are: [H-].[Na+].[CH2:3]([O:6][CH2:7][CH:8]([OH:11])[CH2:9][OH:10])[CH:4]=[CH2:5].Br[CH2:13][CH2:14][CH2:15][CH2:16][CH2:17][CH2:18][CH2:19][CH2:20][CH2:21][CH2:22][CH2:23][CH2:24][CH2:25][CH3:26]. (6) Given the product [C:1]([O:25][CH:26]1[CH2:27][C:28]([CH3:36])([CH3:35])[N:29]([O:34][C:42]2[CH:40]=[CH:43][CH:54]=[CH:53][CH:52]=2)[C:30]([CH3:33])([CH3:32])[CH2:31]1)(=[O:24])[CH2:2][CH2:3][CH2:4][CH2:5][CH2:6][CH2:7][CH2:8][CH2:9][C:10]([O:12][CH:13]1[CH2:14][C:15]([CH3:22])([CH3:23])[N:16]([O:21][C:45]2[CH:50]=[CH:49][CH:48]=[CH:47][CH:46]=2)[C:17]([CH3:19])([CH3:20])[CH2:18]1)=[O:11], predict the reactants needed to synthesize it. The reactants are: [C:1]([O:25][CH:26]1[CH2:31][C:30]([CH3:33])([CH3:32])[N:29]([OH:34])[C:28]([CH3:36])([CH3:35])[CH2:27]1)(=[O:24])[CH2:2][CH2:3][CH2:4][CH2:5][CH2:6][CH2:7][CH2:8][CH2:9][C:10]([O:12][CH:13]1[CH2:18][C:17]([CH3:20])([CH3:19])[N:16]([OH:21])[C:15]([CH3:23])([CH3:22])[CH2:14]1)=[O:11].N(O[C:40]([CH3:43])([CH3:42])C)=O.N[C:45]1[CH:50]=[CH:49][CH:48]=[CH:47][CH:46]=1.N1C=C[CH:54]=[CH:53][CH:52]=1. (7) Given the product [CH2:28]([O:27][C:23]1[CH:22]=[C:21]([Cl:35])[C:20]([CH2:19][C@@H:15]2[CH2:16][CH2:10][N:9]([C@H:38]3[CH2:43][CH2:42][C@H:41]([OH:44])[CH2:40][CH2:39]3)[C:14]2=[O:36])=[C:25]([Cl:26])[CH:24]=1)[C:29]1[CH:34]=[CH:33][CH:32]=[CH:31][CH:30]=1, predict the reactants needed to synthesize it. The reactants are: C([C@@H]1CO[C:10](=O)[N:9]1[C:14](=[O:36])[C@H:15]([CH2:19][C:20]1[C:25]([Cl:26])=[CH:24][C:23]([O:27][CH2:28][C:29]2[CH:34]=[CH:33][CH:32]=[CH:31][CH:30]=2)=[CH:22][C:21]=1[Cl:35])[CH2:16]C=O)C1C=CC=CC=1.N[C@H:38]1[CH2:43][CH2:42][C@H:41]([OH:44])[CH2:40][CH2:39]1.[BH-](OC(C)=O)(OC(C)=O)OC(C)=O.[Na+].C(O)(=O)C.